From a dataset of Reaction yield outcomes from USPTO patents with 853,638 reactions. Predict the reaction yield, written as a fraction of the theoretical maximum amount of product (1.0 means a 100% yield; for example, 0.34 means a 34% yield). (1) The reactants are [CH3:1][N:2]1[C:7]2[CH:8]=[CH:9][C:10]([N:12]3[CH2:16][C@H:15]([C:17]([NH2:19])=[O:18])[O:14][C:13]3=[O:20])=[CH:11][C:6]=2[O:5][CH2:4][C:3]1=[O:21].[CH3:22]N. The catalyst is CO. The product is [CH3:22][NH:19][C:17]([C@@H:15]1[O:14][C:13](=[O:20])[N:12]([C:10]2[CH:9]=[CH:8][C:7]3[N:2]([CH3:1])[C:3](=[O:21])[CH2:4][O:5][C:6]=3[CH:11]=2)[CH2:16]1)=[O:18]. The yield is 0.770. (2) The product is [Br:7][C:8]1[C:9]([Cl:31])=[CH:10][C:11]([O:29][CH3:30])=[C:12]([N:14]2[C:23]3[C:18](=[CH:19][C:20]([S:24]([NH:1][C:2]4[CH:6]=[CH:5][O:4][N:3]=4)(=[O:26])=[O:25])=[CH:21][CH:22]=3)[CH:17]=[CH:16][C:15]2=[O:28])[CH:13]=1. The reactants are [NH2:1][C:2]1[CH:6]=[CH:5][O:4][N:3]=1.[Br:7][C:8]1[C:9]([Cl:31])=[CH:10][C:11]([O:29][CH3:30])=[C:12]([N:14]2[C:23]3[C:18](=[CH:19][C:20]([S:24](Cl)(=[O:26])=[O:25])=[CH:21][CH:22]=3)[CH:17]=[CH:16][C:15]2=[O:28])[CH:13]=1.[Li+].C[Si]([N-][Si](C)(C)C)(C)C.[Cl-].[NH4+]. The catalyst is C1COCC1. The yield is 0.343. (3) The reactants are C(OC([N:8]1[CH2:13][CH2:12][N:11]([C:14]2[CH:22]=[CH:21][C:17]([C:18]([OH:20])=O)=[CH:16][CH:15]=2)[CH2:10][CH2:9]1)=O)(C)(C)C.C(OC([NH:30][C:31]1[CH:36]=[CH:35][CH:34]=[CH:33][C:32]=1[NH2:37])=O)(C)(C)C. The catalyst is CN(C=O)C. The product is [NH2:30][C:31]1[CH:36]=[CH:35][CH:34]=[CH:33][C:32]=1[NH:37][C:18](=[O:20])[C:17]1[CH:16]=[CH:15][C:14]([N:11]2[CH2:10][CH2:9][NH:8][CH2:13][CH2:12]2)=[CH:22][CH:21]=1. The yield is 0.920. (4) The reactants are [O:1]([C:8]1[CH:14]=[CH:13][CH:12]=[CH:11][C:9]=1[NH2:10])[C:2]1[CH:7]=[CH:6][CH:5]=[CH:4][CH:3]=1.C(N(C(C)C)CC)(C)C.[C:24](=[O:29])=[N:25][C:26](Cl)=[O:27].[NH2:30][C:31]1[S:32][CH:33]=[CH:34][N:35]=1. The catalyst is O1CCCC1. The product is [O:1]([C:8]1[CH:14]=[CH:13][CH:12]=[CH:11][C:9]=1[NH:10][C:24]([NH:25][C:26]([NH:30][C:31]1[S:32][CH:33]=[CH:34][N:35]=1)=[O:27])=[O:29])[C:2]1[CH:3]=[CH:4][CH:5]=[CH:6][CH:7]=1. The yield is 0.550. (5) The yield is 0.800. The reactants are [O:1]=[C:2]1[C:7]([CH2:8][C:9]2[CH:14]=[CH:13][C:12]([C:15]3[C:16]([C:21]#[N:22])=[CH:17][CH:18]=[CH:19][CH:20]=3)=[CH:11][CH:10]=2)=[C:6]([CH2:23][CH2:24][CH3:25])[N:5]2[N:26]=[CH:27][N:28]=[C:4]2[NH:3]1.[CH:29]([O:32][C:33]1[CH:38]=[CH:37][C:36](OB(O)O)=[CH:35][CH:34]=1)([CH3:31])[CH3:30].N1C=CC=CC=1.C(N(CC)CC)C. The catalyst is C([O-])(=O)C.[Cu+2].C([O-])(=O)C.C(OCC)(=O)C.O1CCCC1. The product is [CH3:30][CH:29]([O:32][C:33]1[CH:38]=[CH:37][C:36]([N:3]2[C:2](=[O:1])[C:7]([CH2:8][C:9]3[CH:10]=[CH:11][C:12]([C:15]4[C:16]([C:21]#[N:22])=[CH:17][CH:18]=[CH:19][CH:20]=4)=[CH:13][CH:14]=3)=[C:6]([CH2:23][CH2:24][CH3:25])[N:5]3[N:26]=[CH:27][N:28]=[C:4]23)=[CH:35][CH:34]=1)[CH3:31]. (6) The reactants are C(OC(=O)[NH:7][C:8](=[NH:37])[C:9]1[S:10][C:11]([S:35][CH3:36])=[C:12]([S:14]([C:17]2[CH:18]=[C:19]([C:23]3[CH:28]=[CH:27][CH:26]=[C:25]([CH:29]([OH:34])[C:30]([F:33])([F:32])[F:31])[CH:24]=3)[CH:20]=[CH:21][CH:22]=2)(=[O:16])=[O:15])[CH:13]=1)(C)(C)C.[F:39][C:40]([F:45])([F:44])[C:41]([OH:43])=[O:42]. No catalyst specified. The product is [F:39][C:40]([F:45])([F:44])[C:41]([OH:43])=[O:42].[CH3:36][S:35][C:11]1[S:10][C:9]([C:8]([NH2:37])=[NH:7])=[CH:13][C:12]=1[S:14]([C:17]1[CH:18]=[C:19]([C:23]2[CH:28]=[CH:27][CH:26]=[C:25]([CH:29]([OH:34])[C:30]([F:32])([F:33])[F:31])[CH:24]=2)[CH:20]=[CH:21][CH:22]=1)(=[O:16])=[O:15]. The yield is 0.860. (7) The reactants are [C:1]([C:5]1[C:6]([N+:19]([O-])=O)=[CH:7][C:8]([N+]([O-])=O)=[C:9](/[CH:11]=[CH:12]/[N:13](C)C)[CH:10]=1)([CH3:4])([CH3:3])[CH3:2].O.O.[Sn](Cl)Cl. The catalyst is C(O)C. The product is [C:1]([C:5]1[CH:10]=[C:9]2[C:8](=[CH:7][C:6]=1[NH2:19])[NH:13][CH:12]=[CH:11]2)([CH3:2])([CH3:3])[CH3:4]. The yield is 0.120.